Dataset: NCI-60 drug combinations with 297,098 pairs across 59 cell lines. Task: Regression. Given two drug SMILES strings and cell line genomic features, predict the synergy score measuring deviation from expected non-interaction effect. (1) Drug 1: COC1=NC(=NC2=C1N=CN2C3C(C(C(O3)CO)O)O)N. Drug 2: C1CCC(C(C1)N)N.C(=O)(C(=O)[O-])[O-].[Pt+4]. Cell line: HL-60(TB). Synergy scores: CSS=39.2, Synergy_ZIP=-2.57, Synergy_Bliss=2.14, Synergy_Loewe=2.32, Synergy_HSA=3.47. (2) Drug 1: CC1C(C(CC(O1)OC2CC(OC(C2O)C)OC3=CC4=CC5=C(C(=O)C(C(C5)C(C(=O)C(C(C)O)O)OC)OC6CC(C(C(O6)C)O)OC7CC(C(C(O7)C)O)OC8CC(C(C(O8)C)O)(C)O)C(=C4C(=C3C)O)O)O)O. Drug 2: CC1=C(N=C(N=C1N)C(CC(=O)N)NCC(C(=O)N)N)C(=O)NC(C(C2=CN=CN2)OC3C(C(C(C(O3)CO)O)O)OC4C(C(C(C(O4)CO)O)OC(=O)N)O)C(=O)NC(C)C(C(C)C(=O)NC(C(C)O)C(=O)NCCC5=NC(=CS5)C6=NC(=CS6)C(=O)NCCC[S+](C)C)O. Cell line: U251. Synergy scores: CSS=48.5, Synergy_ZIP=-1.34, Synergy_Bliss=-1.90, Synergy_Loewe=-2.44, Synergy_HSA=-0.363. (3) Synergy scores: CSS=8.27, Synergy_ZIP=-3.31, Synergy_Bliss=-1.37, Synergy_Loewe=2.00, Synergy_HSA=0.716. Drug 1: CS(=O)(=O)CCNCC1=CC=C(O1)C2=CC3=C(C=C2)N=CN=C3NC4=CC(=C(C=C4)OCC5=CC(=CC=C5)F)Cl. Drug 2: C1CN(CCN1C(=O)CCBr)C(=O)CCBr. Cell line: MDA-MB-435. (4) Drug 1: C#CCC(CC1=CN=C2C(=N1)C(=NC(=N2)N)N)C3=CC=C(C=C3)C(=O)NC(CCC(=O)O)C(=O)O. Drug 2: C1C(C(OC1N2C=NC3=C2NC=NCC3O)CO)O. Cell line: HT29. Synergy scores: CSS=-5.34, Synergy_ZIP=2.90, Synergy_Bliss=3.56, Synergy_Loewe=-3.14, Synergy_HSA=-2.64. (5) Drug 1: CCC1=CC2CC(C3=C(CN(C2)C1)C4=CC=CC=C4N3)(C5=C(C=C6C(=C5)C78CCN9C7C(C=CC9)(C(C(C8N6C)(C(=O)OC)O)OC(=O)C)CC)OC)C(=O)OC.C(C(C(=O)O)O)(C(=O)O)O. Drug 2: CC1CCC2CC(C(=CC=CC=CC(CC(C(=O)C(C(C(=CC(C(=O)CC(OC(=O)C3CCCCN3C(=O)C(=O)C1(O2)O)C(C)CC4CCC(C(C4)OC)OCCO)C)C)O)OC)C)C)C)OC. Cell line: LOX IMVI. Synergy scores: CSS=41.5, Synergy_ZIP=-1.26, Synergy_Bliss=-1.54, Synergy_Loewe=3.00, Synergy_HSA=3.76. (6) Drug 1: CCCCCOC(=O)NC1=NC(=O)N(C=C1F)C2C(C(C(O2)C)O)O. Drug 2: CCN(CC)CCNC(=O)C1=C(NC(=C1C)C=C2C3=C(C=CC(=C3)F)NC2=O)C. Cell line: A498. Synergy scores: CSS=-0.526, Synergy_ZIP=-0.405, Synergy_Bliss=-2.52, Synergy_Loewe=-2.79, Synergy_HSA=-3.77. (7) Drug 1: CC(C1=C(C=CC(=C1Cl)F)Cl)OC2=C(N=CC(=C2)C3=CN(N=C3)C4CCNCC4)N. Drug 2: CN(C)N=NC1=C(NC=N1)C(=O)N. Cell line: SK-MEL-2. Synergy scores: CSS=-3.10, Synergy_ZIP=0.969, Synergy_Bliss=2.06, Synergy_Loewe=-2.24, Synergy_HSA=-2.40. (8) Drug 1: COC1=CC(=CC(=C1O)OC)C2C3C(COC3=O)C(C4=CC5=C(C=C24)OCO5)OC6C(C(C7C(O6)COC(O7)C8=CC=CS8)O)O. Drug 2: C1=C(C(=O)NC(=O)N1)N(CCCl)CCCl. Cell line: HOP-62. Synergy scores: CSS=41.2, Synergy_ZIP=1.13, Synergy_Bliss=3.38, Synergy_Loewe=-8.38, Synergy_HSA=5.46. (9) Drug 1: CC1CCC2CC(C(=CC=CC=CC(CC(C(=O)C(C(C(=CC(C(=O)CC(OC(=O)C3CCCCN3C(=O)C(=O)C1(O2)O)C(C)CC4CCC(C(C4)OC)OCCO)C)C)O)OC)C)C)C)OC. Drug 2: CN(CCCl)CCCl.Cl. Cell line: SF-268. Synergy scores: CSS=13.9, Synergy_ZIP=-5.82, Synergy_Bliss=-4.63, Synergy_Loewe=-4.03, Synergy_HSA=-2.65.